Predict the product of the given reaction. From a dataset of Forward reaction prediction with 1.9M reactions from USPTO patents (1976-2016). Given the reactants [O:1]=[C:2]([C:9]1[CH:14]=[CH:13][C:12]([C:15]([F:18])([F:17])[F:16])=[CH:11][CH:10]=1)[CH2:3][C:4]([O:6][CH2:7][CH3:8])=[O:5].[F:19][C:20]1[CH:27]=[CH:26][C:23]([CH2:24]Br)=[CH:22][CH:21]=1.C(=O)([O-])[O-].[K+].[K+], predict the reaction product. The product is: [F:19][C:20]1[CH:27]=[CH:26][C:23]([CH2:24][CH:3]([C:2](=[O:1])[C:9]2[CH:14]=[CH:13][C:12]([C:15]([F:16])([F:17])[F:18])=[CH:11][CH:10]=2)[C:4]([O:6][CH2:7][CH3:8])=[O:5])=[CH:22][CH:21]=1.